From a dataset of Peptide-MHC class II binding affinity with 134,281 pairs from IEDB. Regression. Given a peptide amino acid sequence and an MHC pseudo amino acid sequence, predict their binding affinity value. This is MHC class II binding data. (1) The peptide sequence is FYADDTAGWDTRITE. The MHC is DRB1_0404 with pseudo-sequence DRB1_0404. The binding affinity (normalized) is 0. (2) The peptide sequence is IAGYKTFDGRGAQVY. The MHC is HLA-DQA10501-DQB10201 with pseudo-sequence HLA-DQA10501-DQB10201. The binding affinity (normalized) is 0.0390. (3) The binding affinity (normalized) is 0.173. The MHC is DRB1_0802 with pseudo-sequence DRB1_0802. The peptide sequence is KLKLYTGEACRTGDR. (4) The peptide sequence is NDMGKVRKDIPQWQP. The MHC is DRB1_0301 with pseudo-sequence DRB1_0301. The binding affinity (normalized) is 0.410.